Task: Predict the reactants needed to synthesize the given product.. Dataset: Full USPTO retrosynthesis dataset with 1.9M reactions from patents (1976-2016) Given the product [NH2:37][C:7]1[C:6]2[N:5]([C:4]([C@H:12]3[CH2:32][N:16]4[C:17](=[O:31])[CH2:18][N:19]([C:21]([O:23][CH2:24][C:25]5[CH:30]=[CH:29][CH:28]=[CH:27][CH:26]=5)=[O:22])[CH2:20][C@H:15]4[CH2:14][CH2:13]3)=[N:3][C:2]=2[Br:1])[CH:10]=[CH:9][N:8]=1, predict the reactants needed to synthesize it. The reactants are: [Br:1][C:2]1[N:3]=[C:4]([C@H:12]2[CH2:32][N:16]3[C:17](=[O:31])[CH2:18][N:19]([C:21]([O:23][CH2:24][C:25]4[CH:30]=[CH:29][CH:28]=[CH:27][CH:26]=4)=[O:22])[CH2:20][C@H:15]3[CH2:14][CH2:13]2)[N:5]2[CH:10]=[CH:9][N:8]=[C:7](Cl)[C:6]=12.CC(O)C.[NH4+:37].[OH-].